Dataset: Forward reaction prediction with 1.9M reactions from USPTO patents (1976-2016). Task: Predict the product of the given reaction. (1) Given the reactants [O:1]=[C:2]1[CH:11]=[CH:10][C:9]2[N:8]=[CH:7][C:6]([C:12]#[N:13])=[CH:5][C:4]=2[N:3]1[CH2:14][CH:15]=O.[C:17]([O:21][C:22]([NH:24][CH:25]1[CH2:30][CH2:29][NH:28][CH2:27][CH2:26]1)=[O:23])([CH3:20])([CH3:19])[CH3:18].CO.[BH-](OC(C)=O)(OC(C)=O)OC(C)=O.[Na+], predict the reaction product. The product is: [NH3:3].[C:12]([C:6]1[CH:5]=[C:4]2[C:9]([CH:10]=[CH:11][C:2](=[O:1])[N:3]2[CH2:14][CH2:15][N:28]2[CH2:27][CH2:26][CH:25]([NH:24][C:22](=[O:23])[O:21][C:17]([CH3:19])([CH3:18])[CH3:20])[CH2:30][CH2:29]2)=[N:8][CH:7]=1)#[N:13]. (2) Given the reactants [OH:1][C@@H:2]1[C@H:6]2[N:7](C(OCC3C4C=CC=CC=4C4C3=CC=CC=4)=O)[CH2:8][C@@H:9]([O:10][CH3:11])[C@H:5]2[O:4][CH2:3]1.[H][H], predict the reaction product. The product is: [CH3:11][O:10][C@@H:9]1[CH2:8][NH:7][C@@H:6]2[C@@H:2]([OH:1])[CH2:3][O:4][C@H:5]12. (3) Given the reactants [CH3:1][O:2][C:3]([N:5]1[C@@H:13]2[C@@H:8]([C@@:9]([OH:23])([C:14]#[C:15][C:16]3[CH:17]=[C:18]([CH3:22])[CH:19]=[CH:20][CH:21]=3)[CH2:10][CH2:11][CH2:12]2)[CH2:7][CH2:6]1)=[O:4].[N:24]1([CH2:29][CH2:30][CH2:31][C:32](O)=[O:33])[CH2:28][CH2:27][CH2:26][CH2:25]1, predict the reaction product. The product is: [N:24]1([CH2:29][CH2:30][CH2:31][C:32]([O:23][C@@:9]2([C:14]#[C:15][C:16]3[CH:17]=[C:18]([CH3:22])[CH:19]=[CH:20][CH:21]=3)[CH2:10][CH2:11][CH2:12][C@@H:13]3[C@H:8]2[CH2:7][CH2:6][N:5]3[C:3]([O:2][CH3:1])=[O:4])=[O:33])[CH2:28][CH2:27][CH2:26][CH2:25]1. (4) Given the reactants Br[C:2]1[CH:3]=[C:4]2[C:8](=[C:9]([C:11]([NH2:13])=[O:12])[CH:10]=1)[NH:7][CH:6]=[C:5]2[CH:14]1[CH2:19][CH2:18][N:17]([S:20]([CH2:23][CH2:24][O:25][CH3:26])(=[O:22])=[O:21])[CH2:16][CH2:15]1.[CH3:27][C:28]1([CH3:44])[C:32]([CH3:34])([CH3:33])[O:31][B:30]([B:30]2[O:31][C:32]([CH3:34])([CH3:33])[C:28]([CH3:44])([CH3:27])[O:29]2)[O:29]1.C([O-])(=O)C.[K+].CC(C1C=C(C(C)C)C(C2C=CC=CC=2P(C2CCCCC2)C2CCCCC2)=C(C(C)C)C=1)C, predict the reaction product. The product is: [CH3:26][O:25][CH2:24][CH2:23][S:20]([N:17]1[CH2:18][CH2:19][CH:14]([C:5]2[C:4]3[C:8](=[C:9]([C:11]([NH2:13])=[O:12])[CH:10]=[C:2]([B:30]4[O:31][C:32]([CH3:34])([CH3:33])[C:28]([CH3:44])([CH3:27])[O:29]4)[CH:3]=3)[NH:7][CH:6]=2)[CH2:15][CH2:16]1)(=[O:22])=[O:21]. (5) The product is: [F:39][CH2:40][N:4]1[CH:8]=[C:7]([CH2:9][N:10]2[C:20]3[C:15](=[CH:16][C:17]([S:21]([N:24]4[CH2:28][CH2:27][CH2:26][C@H:25]4[CH2:29][O:30][C:31]4[CH:36]=[CH:35][C:34]([F:37])=[CH:33][C:32]=4[F:38])(=[O:22])=[O:23])=[CH:18][CH:19]=3)[C:13](=[O:14])[C:11]2=[O:12])[N:6]=[N:5]1. Given the reactants FCC[N:4]1[CH:8]=[C:7]([CH2:9][N:10]2[C:20]3[C:15](=[CH:16][C:17]([S:21]([N:24]4[CH2:28][CH2:27][CH2:26][C@H:25]4[CH2:29][O:30][C:31]4[CH:36]=[CH:35][C:34]([F:37])=[CH:33][C:32]=4[F:38])(=[O:23])=[O:22])=[CH:18][CH:19]=3)[C:13](=[O:14])[C:11]2=[O:12])[N:6]=[N:5]1.[F:39][CH2:40]N=[N+]=[N-], predict the reaction product. (6) Given the reactants [CH2:1]([NH:8][CH2:9][C:10]#[CH:11])[C:2]1[CH:7]=[CH:6][CH:5]=[CH:4][CH:3]=1.C(N(CC)CC)C.[C:19](Cl)(=[O:24])[C:20]([CH3:23])([CH3:22])[CH3:21], predict the reaction product. The product is: [CH2:1]([N:8]([CH2:9][C:10]#[CH:11])[C:19](=[O:24])[C:20]([CH3:23])([CH3:22])[CH3:21])[C:2]1[CH:7]=[CH:6][CH:5]=[CH:4][CH:3]=1. (7) Given the reactants [C:1]1([S:7](Cl)(=[O:9])=[O:8])[CH:6]=[CH:5][CH:4]=[CH:3][CH:2]=1.[CH3:11][O:12][C:13]1[CH:18]=[CH:17][C:16]([CH:19]([CH3:21])[CH3:20])=[CH:15][C:14]=1[CH2:22][N:23]1[CH2:28][CH2:27][NH:26][CH2:25][CH2:24]1.C(N(CC)CC)C.O, predict the reaction product. The product is: [CH3:11][O:12][C:13]1[CH:18]=[CH:17][C:16]([CH:19]([CH3:21])[CH3:20])=[CH:15][C:14]=1[CH2:22][N:23]1[CH2:28][CH2:27][N:26]([S:7]([C:1]2[CH:6]=[CH:5][CH:4]=[CH:3][CH:2]=2)(=[O:9])=[O:8])[CH2:25][CH2:24]1. (8) Given the reactants [I:1]Cl.[CH2:3]1[C:11]2[C:6](=[CH:7][C:8]([NH2:12])=[CH:9][CH:10]=2)[CH2:5][O:4]1.C(=O)(O)[O-].[Na+], predict the reaction product. The product is: [I:1][C:9]1[CH:10]=[C:11]2[C:6]([CH2:5][O:4][CH2:3]2)=[CH:7][C:8]=1[NH2:12]. (9) Given the reactants [C:1]1([NH2:8])[C:2]([NH2:7])=[CH:3][CH:4]=[CH:5][CH:6]=1.[C:9]1(=O)OC(=O)C[CH2:10]1.S(=O)(=O)(O)[OH:17].O1[CH2:26][CH2:25][O:24][CH2:23][CH2:22]1, predict the reaction product. The product is: [NH:7]1[C:2]2[CH:3]=[CH:4][CH:5]=[CH:6][C:1]=2[N:8]=[C:9]1[CH2:10][CH2:22][C:23]([O:24][CH2:25][CH3:26])=[O:17]. (10) The product is: [NH2:17][C:18]1[C:26]([Cl:27])=[CH:25][C:21]([C:22]([NH:15][CH2:14][C@@H:10]2[CH2:9][N:8]([CH2:7][CH2:6][CH2:5][C:4]([O:3][C@@H:1]3[CH:36]4[CH2:37][CH2:38][N:39]([CH2:41][CH2:42]4)[CH2:2]3)=[O:16])[CH2:13][CH2:12][O:11]2)=[O:24])=[C:20]([O:28][CH3:29])[CH:19]=1.[CH2:1]([O:3][C:4](=[O:16])[CH2:5][CH2:6][CH2:7][N:8]1[CH2:13][CH2:12][O:11][C@H:10]([CH2:14][NH:15][C:22](=[O:23])[C:21]2[CH:25]=[C:26]([Cl:27])[C:18]([NH2:17])=[CH:19][C:20]=2[O:28][CH3:29])[CH2:9]1)[CH3:2]. Given the reactants [CH2:1]([O:3][C:4](=[O:16])[CH2:5][CH2:6][CH2:7][N:8]1[CH2:13][CH2:12][O:11][C@H:10]([CH2:14][NH2:15])[CH2:9]1)[CH3:2].[NH2:17][C:18]1[C:26]([Cl:27])=[CH:25][C:21]([C:22]([OH:24])=[O:23])=[C:20]([O:28][CH3:29])[CH:19]=1.Cl.C(N=C=N[CH2:36][CH2:37][CH2:38][N:39]([CH3:41])C)C.[C:42](=O)(O)[O-].[Na+], predict the reaction product.